Dataset: Catalyst prediction with 721,799 reactions and 888 catalyst types from USPTO. Task: Predict which catalyst facilitates the given reaction. Reactant: C(=O)([O-])[O-].[K+].[K+].Br[CH2:8][CH2:9][C:10]([O:12][CH2:13][CH3:14])=[O:11].[I-].[K+].[NH:17]1[CH:21]=[CH:20][N:19]=[C:18]1/[CH:22]=[CH:23]/[C:24]([O:26][CH2:27][C:28]1[CH:33]=[CH:32][CH:31]=[CH:30][CH:29]=1)=[O:25]. Product: [CH2:13]([O:12][C:10](=[O:11])[CH2:9][CH2:8][N:17]1[CH:21]=[CH:20][N:19]=[C:18]1/[CH:22]=[CH:23]/[C:24]([O:26][CH2:27][C:28]1[CH:33]=[CH:32][CH:31]=[CH:30][CH:29]=1)=[O:25])[CH3:14]. The catalyst class is: 18.